From a dataset of Merck oncology drug combination screen with 23,052 pairs across 39 cell lines. Regression. Given two drug SMILES strings and cell line genomic features, predict the synergy score measuring deviation from expected non-interaction effect. Drug 1: COc1cc(C2c3cc4c(cc3C(OC3OC5COC(C)OC5C(O)C3O)C3COC(=O)C23)OCO4)cc(OC)c1O. Drug 2: CC(C)CC(NC(=O)C(Cc1ccccc1)NC(=O)c1cnccn1)B(O)O. Cell line: OCUBM. Synergy scores: synergy=-13.1.